Dataset: Full USPTO retrosynthesis dataset with 1.9M reactions from patents (1976-2016). Task: Predict the reactants needed to synthesize the given product. (1) Given the product [C:4]([CH2:6][C:7]1[CH:8]=[C:9]([NH:13]/[C:14](=[C:21]2\[C:22](=[O:30])[NH:23][C:24]3[C:29]\2=[CH:28][CH:27]=[CH:26][CH:25]=3)/[C:15]2[CH:20]=[CH:19][CH:18]=[CH:17][CH:16]=2)[CH:10]=[CH:11][CH:12]=1)([OH:5])=[O:3], predict the reactants needed to synthesize it. The reactants are: C([O:3][C:4]([CH2:6][C:7]1[CH:8]=[C:9]([NH:13]/[C:14](=[C:21]2\[C:22](=[O:30])[NH:23][C:24]3[C:29]\2=[CH:28][CH:27]=[CH:26][CH:25]=3)/[C:15]2[CH:20]=[CH:19][CH:18]=[CH:17][CH:16]=2)[CH:10]=[CH:11][CH:12]=1)=[O:5])C. (2) The reactants are: [CH3:1][O:2][C:3]([CH:5]1[CH2:10][CH2:9][CH2:8][CH:7]([OH:11])[N:6]1[C:12]([O:14][C:15]([CH3:18])([CH3:17])[CH3:16])=[O:13])=[O:4].[CH3:19]O. Given the product [CH3:1][O:2][C:3]([CH:5]1[CH2:10][CH2:9][CH2:8][CH:7]([O:11][CH3:19])[N:6]1[C:12]([O:14][C:15]([CH3:18])([CH3:17])[CH3:16])=[O:13])=[O:4], predict the reactants needed to synthesize it. (3) Given the product [C:8]1([C:4]2[CH:3]=[C:2]([Si:20]([CH:27]([CH3:29])[CH3:28])([CH:24]([CH3:26])[CH3:25])[CH:21]([CH3:23])[CH3:22])[CH:7]=[CH:6][N:5]=2)[CH:13]=[CH:12][CH:11]=[CH:10][CH:9]=1, predict the reactants needed to synthesize it. The reactants are: Br[C:2]1[CH:7]=[CH:6][N:5]=[C:4]([C:8]2[CH:13]=[CH:12][CH:11]=[CH:10][CH:9]=2)[CH:3]=1.C([Li])CCC.Cl[Si:20]([CH:27]([CH3:29])[CH3:28])([CH:24]([CH3:26])[CH3:25])[CH:21]([CH3:23])[CH3:22]. (4) Given the product [F:1][C:2]1[CH:7]=[CH:6][C:5]([S:8][C:16]2[CH:23]=[CH:22][C:19]([CH:20]=[O:21])=[CH:18][CH:17]=2)=[CH:4][CH:3]=1, predict the reactants needed to synthesize it. The reactants are: [F:1][C:2]1[CH:7]=[CH:6][C:5]([SH:8])=[CH:4][CH:3]=1.C(=O)([O-])[O-].[K+].[K+].Br[C:16]1[CH:23]=[CH:22][C:19]([CH:20]=[O:21])=[CH:18][CH:17]=1. (5) Given the product [Cl:1][C:2]1[C:7]([Cl:8])=[CH:6][CH:5]=[CH:4][C:3]=1[N:9]1[C:13]([NH:14][CH2:15][C:16]2[CH:21]=[CH:20][CH:19]=[CH:18][C:17]=2[CH3:22])=[C:12]2[CH2:24][S:25][CH2:26][C:11]2=[N:10]1, predict the reactants needed to synthesize it. The reactants are: [Cl:1][C:2]1[C:7]([Cl:8])=[CH:6][CH:5]=[CH:4][C:3]=1[N:9]1[C:13]([NH:14][C:15](=O)[C:16]2[CH:21]=[CH:20][CH:19]=[CH:18][C:17]=2[CH3:22])=[C:12]2[CH2:24][S:25][CH2:26][C:11]2=[N:10]1.N. (6) Given the product [CH2:20]([C:8]1[C:17]2[C:12](=[CH:13][CH:14]=[C:15]([O:18][CH3:19])[CH:16]=2)[N:11]=[CH:10][CH:9]=1)[CH3:21], predict the reactants needed to synthesize it. The reactants are: C(=O)([O-])[O-].[Na+].[Na+].Cl[C:8]1[C:17]2[C:12](=[CH:13][CH:14]=[C:15]([O:18][CH3:19])[CH:16]=2)[N:11]=[CH:10][CH:9]=1.[CH2:20](B(CC)CC)[CH3:21].CCCCCC. (7) Given the product [F:1][C:2]1[CH:3]=[C:4]2[C:9](=[C:10]([O:12][Si:13]([CH:20]([CH3:22])[CH3:21])([CH:17]([CH3:19])[CH3:18])[CH:14]([CH3:16])[CH3:15])[CH:11]=1)[N:8]=[C:7]([CH:23]=[N:26][NH:25][C:27]1[CH:32]=[CH:31][CH:30]=[CH:29][N:28]=1)[CH:6]=[CH:5]2, predict the reactants needed to synthesize it. The reactants are: [F:1][C:2]1[CH:3]=[C:4]2[C:9](=[C:10]([O:12][Si:13]([CH:20]([CH3:22])[CH3:21])([CH:17]([CH3:19])[CH3:18])[CH:14]([CH3:16])[CH3:15])[CH:11]=1)[N:8]=[C:7]([CH:23]=O)[CH:6]=[CH:5]2.[NH:25]([C:27]1[CH:32]=[CH:31][CH:30]=[CH:29][N:28]=1)[NH2:26]. (8) Given the product [F:52][C:51]([F:54])([F:53])[C:49]([O-:55])=[O:50].[CH3:1][O:2][C:3]1[CH:4]=[CH:5][C:6]([CH2:9][N:10]2[C:14]3=[N:15][CH:16]=[CH:17][C:18]([O:19][C:20]4[CH:25]=[CH:24][C:23]([C:26](=[O:34])[NH:27][C:28]5[S:29][CH:30]=[C:31]([CH3:33])[N:32]=5)=[CH:22][CH:21]=4)=[C:13]3[C:12]([NH:35][C@@H:36]3[CH2:41][CH2:40][CH2:39][NH2+:38][CH2:37]3)=[N:11]2)=[CH:7][CH:8]=1, predict the reactants needed to synthesize it. The reactants are: [CH3:1][O:2][C:3]1[CH:8]=[CH:7][C:6]([CH2:9][N:10]2[C:14]3=[N:15][CH:16]=[CH:17][C:18]([O:19][C:20]4[CH:25]=[CH:24][C:23]([C:26](=[O:34])[NH:27][C:28]5[S:29][CH:30]=[C:31]([CH3:33])[N:32]=5)=[CH:22][CH:21]=4)=[C:13]3[C:12]([NH:35][C@@H:36]3[CH2:41][CH2:40][CH2:39][N:38](C(OC(C)(C)C)=O)[CH2:37]3)=[N:11]2)=[CH:5][CH:4]=1.[C:49]([OH:55])([C:51]([F:54])([F:53])[F:52])=[O:50]. (9) Given the product [C:82]([C:79]([C:75]1[CH:74]=[C:73]([CH:78]=[CH:77][CH:76]=1)[C:72]([NH:71][C:66]1[CH:67]=[CH:68][C:69]([CH3:70])=[C:64]([N:58]2[C:57](=[O:85])[C:56]3[C:61](=[CH:62][CH:63]=[C:54]([N:86]4[CH2:91][CH2:90][O:89][CH2:88][CH2:87]4)[CH:55]=3)[N:60]=[CH:59]2)[CH:65]=1)=[O:84])([CH3:80])[CH3:81])#[N:83], predict the reactants needed to synthesize it. The reactants are: CC(C)([O-])C.[Na+].C1C=CC(P(C2C(C3C(P(C4C=CC=CC=4)C4C=CC=CC=4)=CC=C4C=3C=CC=C4)=C3C(C=CC=C3)=CC=2)C2C=CC=CC=2)=CC=1.Br[C:54]1[CH:55]=[C:56]2[C:61](=[CH:62][CH:63]=1)[N:60]=[CH:59][N:58]([C:64]1[CH:65]=[C:66]([NH:71][C:72](=[O:84])[C:73]3[CH:78]=[CH:77][CH:76]=[C:75]([C:79]([C:82]#[N:83])([CH3:81])[CH3:80])[CH:74]=3)[CH:67]=[CH:68][C:69]=1[CH3:70])[C:57]2=[O:85].[NH:86]1[CH2:91][CH2:90][O:89][CH2:88][CH2:87]1.